Dataset: Full USPTO retrosynthesis dataset with 1.9M reactions from patents (1976-2016). Task: Predict the reactants needed to synthesize the given product. (1) Given the product [C:13]([C:17]1[CH:18]=[CH:19][CH:20]=[C:21]2[C:26]=1[N:25]=[C:24](/[CH:27]=[N:2]/[NH:1][C:3]1[CH:12]=[CH:11][C:6]([C:7]([O:9][CH3:10])=[O:8])=[CH:5][N:4]=1)[CH:23]=[CH:22]2)([CH3:16])([CH3:15])[CH3:14], predict the reactants needed to synthesize it. The reactants are: [NH:1]([C:3]1[CH:12]=[CH:11][C:6]([C:7]([O:9][CH3:10])=[O:8])=[CH:5][N:4]=1)[NH2:2].[C:13]([C:17]1[CH:18]=[CH:19][CH:20]=[C:21]2[C:26]=1[N:25]=[C:24]([CH:27]=O)[CH:23]=[CH:22]2)([CH3:16])([CH3:15])[CH3:14]. (2) The reactants are: [CH:1]1([Mg]Br)[CH2:4][CH2:3][CH2:2]1.[C:7]([C:9]1[CH:14]=[CH:13][CH:12]=[CH:11][N:10]=1)#N.CC[O:17]CC. Given the product [CH:1]1([C:7]([C:9]2[CH:14]=[CH:13][CH:12]=[CH:11][N:10]=2)=[O:17])[CH2:4][CH2:3][CH2:2]1, predict the reactants needed to synthesize it. (3) Given the product [C:17]([C:18]1[N:8]=[CH:7][C:6]([NH:9][S:10]([CH3:13])(=[O:12])=[O:11])=[CH:5][CH:4]=1)(=[O:16])[CH3:19], predict the reactants needed to synthesize it. The reactants are: C(C1[N:8]=[CH:7][C:6]([NH:9][S:10]([CH3:13])(=[O:12])=[O:11])=[CH:5][CH:4]=1)#N.C([O:16][CH2:17][CH3:18])C.[CH3:19][Mg]Br. (4) Given the product [Br:1][C:2]1[CH:10]=[CH:9][C:8]([O:11][CH2:16][CH2:15][CH2:14][Cl:13])=[C:7]2[C:3]=1[CH2:4][NH:5][C:6]2=[O:12], predict the reactants needed to synthesize it. The reactants are: [Br:1][C:2]1[CH:10]=[CH:9][C:8]([OH:11])=[C:7]2[C:3]=1[CH2:4][NH:5][C:6]2=[O:12].[Cl:13][CH2:14][CH2:15][CH2:16]O.C1(P(C2C=CC=CC=2)C2C=CC=CC=2)C=CC=CC=1.CCOC(/N=N/C(OCC)=O)=O.